Dataset: Forward reaction prediction with 1.9M reactions from USPTO patents (1976-2016). Task: Predict the product of the given reaction. Given the reactants [I:1][CH2:2][C:3]1[N:4]=[C:5]([C:14]2[CH:19]=[CH:18][C:17](C)=[CH:16][CH:15]=2)[O:6][C:7]=1[C:8]1C=CC=CC=1.[CH3:21]/C(/C(C)=O)=N\O.C1(C)C=CC=C(C=O)C=1, predict the reaction product. The product is: [I:1][CH2:2][C:3]1[N:4]=[C:5]([C:14]2[CH:15]=[C:16]([CH3:21])[CH:17]=[CH:18][CH:19]=2)[O:6][C:7]=1[CH3:8].